From a dataset of Forward reaction prediction with 1.9M reactions from USPTO patents (1976-2016). Predict the product of the given reaction. (1) Given the reactants [Br:1][C:2]1[CH:10]=[C:6]([C:7]([OH:9])=O)[C:5]([OH:11])=[CH:4][CH:3]=1.[Cl:12][C:13]1[CH:19]=[C:18]([C:20]([F:23])([F:22])[F:21])[CH:17]=[CH:16][C:14]=1[NH2:15], predict the reaction product. The product is: [Br:1][C:2]1[CH:3]=[CH:4][C:5]([OH:11])=[C:6]([CH:10]=1)[C:7]([NH:15][C:14]1[CH:16]=[CH:17][C:18]([C:20]([F:21])([F:22])[F:23])=[CH:19][C:13]=1[Cl:12])=[O:9]. (2) The product is: [N:1]1[C:2](=[O:3])[N:4]=[C:13]2[CH:12]=[C:8]([C:9]([OH:11])=[O:10])[CH:7]=[CH:6][C:14]=12. Given the reactants [NH2:1][C:2]([NH2:4])=[O:3].N[C:6]1[CH:7]=[C:8]([CH:12]=[CH:13][C:14]=1N)[C:9]([OH:11])=[O:10].O.Cl, predict the reaction product. (3) Given the reactants [CH3:1][Mg]Br.[C:4]([S:8](/[N:10]=[CH:11]/[C:12]1[N:16]2[CH2:17][C@H:18]([C:30]3[CH:35]=[CH:34][CH:33]=[C:32]([F:36])[C:31]=3[F:37])[CH2:19][CH2:20][C@@H:21]([NH:22][C:23](=[O:29])[O:24][C:25]([CH3:28])([CH3:27])[CH3:26])[C:15]2=[N:14][CH:13]=1)=[O:9])([CH3:7])([CH3:6])[CH3:5], predict the reaction product. The product is: [C:4]([S:8]([NH:10][CH:11]([C:12]1[N:16]2[CH2:17][C@H:18]([C:30]3[CH:35]=[CH:34][CH:33]=[C:32]([F:36])[C:31]=3[F:37])[CH2:19][CH2:20][C@@H:21]([NH:22][C:23](=[O:29])[O:24][C:25]([CH3:28])([CH3:27])[CH3:26])[C:15]2=[N:14][CH:13]=1)[CH3:1])=[O:9])([CH3:5])([CH3:6])[CH3:7]. (4) Given the reactants [F:1][C:2]1[C:10]2[C:9]([CH3:12])([CH3:11])[O:8][B:7]([OH:13])[C:6]=2[CH:5]=[CH:4][C:3]=1[CH3:14].C(OOC(=O)C1C=CC=CC=1)(=[O:22])C1C=CC=CC=1.C1C(=O)N(Br)C(=O)C1.C([O-])([O-])=O.[Na+].[Na+].Cl, predict the reaction product. The product is: [F:1][C:2]1[C:10]2[C:9]([CH3:11])([CH3:12])[O:8][B:7]([OH:13])[C:6]=2[CH:5]=[CH:4][C:3]=1[CH:14]=[O:22]. (5) Given the reactants [CH2:1]([O:3][C:4](=[O:14])[C:5](=[C:11]([CH3:13])[CH3:12])[C:6]([O:8][CH2:9][CH3:10])=[O:7])[CH3:2].[CH3:15][O:16][C:17]1[CH:25]=[CH:24][C:20]([CH2:21][Mg]Cl)=[CH:19][CH:18]=1.Cl, predict the reaction product. The product is: [CH3:15][O:16][C:17]1[CH:25]=[CH:24][C:20]([CH2:21][C:11]([CH:5]([C:6]([O:8][CH2:9][CH3:10])=[O:7])[C:4]([O:3][CH2:1][CH3:2])=[O:14])([CH3:12])[CH3:13])=[CH:19][CH:18]=1. (6) Given the reactants [H-].[Na+].[Br:3][C:4]1[CH:9]=[CH:8][C:7]([CH2:10][C:11]#[N:12])=[CH:6][CH:5]=1.Br[CH2:14][CH2:15][CH2:16][CH2:17]Br.Cl, predict the reaction product. The product is: [Br:3][C:4]1[CH:9]=[CH:8][C:7]([C:10]2([C:11]#[N:12])[CH2:17][CH2:16][CH2:15][CH2:14]2)=[CH:6][CH:5]=1.